Dataset: Forward reaction prediction with 1.9M reactions from USPTO patents (1976-2016). Task: Predict the product of the given reaction. Given the reactants [C:1]([C:5]1[CH:10]=[CH:9][C:8]([N:11]2[CH2:16][CH2:15][O:14][C@H:13]([C@@H:17]([OH:32])[C:18]([NH:20][C:21]3[CH:26]=[CH:25][C:24]([C:27](=[N:29]O)[NH2:28])=[CH:23][C:22]=3[Cl:31])=[O:19])[C:12]2=[O:33])=[CH:7][CH:6]=1)([CH3:4])([CH3:3])[CH3:2].[CH3:34][C:35]([OH:37])=[O:36], predict the reaction product. The product is: [C:35]([OH:37])(=[O:36])[CH3:34].[C:27]([C:24]1[CH:25]=[CH:26][C:21]([NH:20][C:18](=[O:19])[C@@H:17]([C@H:13]2[O:14][CH2:15][CH2:16][N:11]([C:8]3[CH:9]=[CH:10][C:5]([C:1]([CH3:4])([CH3:2])[CH3:3])=[CH:6][CH:7]=3)[C:12]2=[O:33])[OH:32])=[C:22]([Cl:31])[CH:23]=1)(=[NH:28])[NH2:29].